From a dataset of NCI-60 drug combinations with 297,098 pairs across 59 cell lines. Regression. Given two drug SMILES strings and cell line genomic features, predict the synergy score measuring deviation from expected non-interaction effect. (1) Drug 1: CN(C)C1=NC(=NC(=N1)N(C)C)N(C)C. Drug 2: C(CN)CNCCSP(=O)(O)O. Cell line: MALME-3M. Synergy scores: CSS=-1.59, Synergy_ZIP=2.43, Synergy_Bliss=1.71, Synergy_Loewe=-3.94, Synergy_HSA=-3.37. (2) Drug 1: C1=CC(=CC=C1CCC2=CNC3=C2C(=O)NC(=N3)N)C(=O)NC(CCC(=O)O)C(=O)O. Drug 2: CNC(=O)C1=NC=CC(=C1)OC2=CC=C(C=C2)NC(=O)NC3=CC(=C(C=C3)Cl)C(F)(F)F. Cell line: CAKI-1. Synergy scores: CSS=40.7, Synergy_ZIP=-1.07, Synergy_Bliss=-2.46, Synergy_Loewe=-1.54, Synergy_HSA=0.236. (3) Drug 1: CNC(=O)C1=CC=CC=C1SC2=CC3=C(C=C2)C(=NN3)C=CC4=CC=CC=N4. Drug 2: CCC1=C2CN3C(=CC4=C(C3=O)COC(=O)C4(CC)O)C2=NC5=C1C=C(C=C5)O. Cell line: MALME-3M. Synergy scores: CSS=16.6, Synergy_ZIP=-7.24, Synergy_Bliss=-0.521, Synergy_Loewe=-20.8, Synergy_HSA=-1.48. (4) Drug 1: C1=C(C(=O)NC(=O)N1)F. Cell line: HS 578T. Synergy scores: CSS=46.4, Synergy_ZIP=5.95, Synergy_Bliss=5.96, Synergy_Loewe=9.33, Synergy_HSA=9.95. Drug 2: CC1=C(C(=O)C2=C(C1=O)N3CC4C(C3(C2COC(=O)N)OC)N4)N.